Dataset: Reaction yield outcomes from USPTO patents with 853,638 reactions. Task: Predict the reaction yield, written as a fraction of the theoretical maximum amount of product (1.0 means a 100% yield; for example, 0.34 means a 34% yield). The catalyst is Cl. The product is [NH2:1][C:2]1[CH:7]=[CH:6][C:5]([C:8](=[O:13])[C:9]([F:10])([F:11])[F:12])=[CH:4][C:3]=1[I:14]. The yield is 0.590. The reactants are [NH2:1][C:2]1[CH:7]=[CH:6][C:5]([C:8](=[O:13])[C:9]([F:12])([F:11])[F:10])=[CH:4][CH:3]=1.[I:14]Cl.C([O-])(O)=O.[Na+].